This data is from Full USPTO retrosynthesis dataset with 1.9M reactions from patents (1976-2016). The task is: Predict the reactants needed to synthesize the given product. (1) Given the product [F:1][C:2]1[CH:11]=[CH:10][C:5]([C:6]([O:8][CH3:9])=[O:7])=[C:4]2[C:3]=1[CH:15]=[CH:14][CH2:13][O:12]2, predict the reactants needed to synthesize it. The reactants are: [F:1][C:2]1[CH:11]=[CH:10][C:5]([C:6]([O:8][CH3:9])=[O:7])=[C:4]([O:12][CH2:13][C:14]#[CH:15])[CH:3]=1.C(N(CC)C1C=CC=CC=1)C. (2) Given the product [CH2:18]([O:6][C:1](=[O:7])[C:2]([C:3](=[O:4])[CH3:5])=[CH:12][C:11]1[CH:14]=[CH:15][CH:16]=[C:9]([Cl:8])[CH:10]=1)[CH3:19], predict the reactants needed to synthesize it. The reactants are: [C:1]([OH:7])(=[O:6])[CH2:2][C:3]([CH3:5])=[O:4].[Cl:8][C:9]1[CH:10]=[C:11]([CH:14]=[CH:15][CH:16]=1)[CH:12]=O.N1CCC[CH2:19][CH2:18]1.C(O)(=O)C. (3) Given the product [ClH:1].[NH:9]1[CH2:15][CH2:14][C:13](=[O:16])[NH:12][CH2:11][CH2:10]1, predict the reactants needed to synthesize it. The reactants are: [ClH:1].C([N:9]1[CH2:15][CH2:14][C:13](=[O:16])[NH:12][CH2:11][CH2:10]1)C1C=CC=CC=1.[H][H]. (4) Given the product [CH:23]1([C:21]([N:18]2[CH2:19][CH2:20][C@@H:16]([CH2:15][N:9]3[C:8]([C:5]4[CH:6]=[CH:7][C:2]([C:31]5[CH:30]=[C:29]6[C:34](=[CH:33][CH:32]=5)[NH:26][CH:27]=[CH:28]6)=[CH:3][CH:4]=4)=[N:12][N:11]([CH3:13])[C:10]3=[O:14])[CH2:17]2)=[O:22])[CH2:25][CH2:24]1, predict the reactants needed to synthesize it. The reactants are: Br[C:2]1[CH:7]=[CH:6][C:5]([C:8]2[N:9]([CH2:15][C@@H:16]3[CH2:20][CH2:19][N:18]([C:21]([CH:23]4[CH2:25][CH2:24]4)=[O:22])[CH2:17]3)[C:10](=[O:14])[N:11]([CH3:13])[N:12]=2)=[CH:4][CH:3]=1.[NH:26]1[C:34]2[C:29](=[CH:30][C:31](B(O)O)=[CH:32][CH:33]=2)[CH:28]=[CH:27]1.[O-]P([O-])([O-])=O.[K+].[K+].[K+]. (5) Given the product [CH2:18]([O:19][C:20](=[O:21])[C@H:22]([NH:23][C:28]([O:30][C:31]([CH3:34])([CH3:33])[CH3:32])=[O:29])[CH2:26][CH2:25][C:24](=[O:27])[C:4]1[CH:3]=[C:2]([F:1])[C:7]([F:8])=[C:6]([F:9])[CH:5]=1)[CH3:17], predict the reactants needed to synthesize it. The reactants are: [F:1][C:2]1[CH:3]=[C:4]([Mg]Br)[CH:5]=[C:6]([F:9])[C:7]=1[F:8].O1CCCC1.[CH3:17][CH2:18][O:19][C:20]([C@H:22]1[CH2:26][CH2:25][C:24](=[O:27])[N:23]1[C:28]([O:30][C:31]([CH3:34])([CH3:33])[CH3:32])=[O:29])=[O:21].[Cl-].[NH4+]. (6) Given the product [I:1][C:2]1[CH:3]=[CH:4][C:5]([CH:8]([C:16]2[C:21]([C:22]([F:25])([F:23])[F:24])=[CH:20][CH:19]=[CH:18][N:17]=2)[NH2:9])=[CH:6][CH:7]=1, predict the reactants needed to synthesize it. The reactants are: [I:1][C:2]1[CH:7]=[CH:6][C:5]([CH:8]([C:16]2[C:21]([C:22]([F:25])([F:24])[F:23])=[CH:20][CH:19]=[CH:18][N:17]=2)[NH:9]S(C(C)(C)C)=O)=[CH:4][CH:3]=1.Cl. (7) Given the product [C:1]([CH2:3][CH:4]([C:12]1[CH:13]=[C:14]([CH:19]=[CH:20][CH:21]=1)[C:15]([NH:17][CH3:18])=[O:16])[C:5]1[CH:6]=[CH:7][C:8]([F:11])=[CH:9][CH:10]=1)#[N:2], predict the reactants needed to synthesize it. The reactants are: [C:1](/[CH:3]=[C:4](/[C:12]1[CH:13]=[C:14]([CH:19]=[CH:20][CH:21]=1)[C:15]([NH:17][CH3:18])=[O:16])\[C:5]1[CH:10]=[CH:9][C:8]([F:11])=[CH:7][CH:6]=1)#[N:2]. (8) Given the product [CH3:18][O:17][C:16]1[CH:15]=[CH:14][CH:13]=[C:12]([O:19][CH3:20])[C:11]=1[CH:2]1[N:1]([CH2:31][C:22]2[CH:23]=[CH:24][C:25]3[C:30](=[CH:29][CH:28]=[CH:27][CH:26]=3)[CH:21]=2)[C:5](=[O:7])[CH:4]([CH3:10])[CH2:3]1, predict the reactants needed to synthesize it. The reactants are: [NH2:1][CH:2]([C:11]1[C:16]([O:17][CH3:18])=[CH:15][CH:14]=[CH:13][C:12]=1[O:19][CH3:20])[CH2:3][CH:4]([CH3:10])[C:5]([O:7]CC)=O.[CH:21]1[C:30]2[C:25](=[CH:26][CH:27]=[CH:28][CH:29]=2)[CH:24]=[CH:23][C:22]=1[CH:31]=O. (9) Given the product [N:28]1([C:2]2[C:11]3[C:6](=[CH:7][CH:8]=[CH:9][CH:10]=3)[N:5]=[CH:4][N:3]=2)[CH2:33][CH2:32][NH:31][CH2:30][CH2:29]1, predict the reactants needed to synthesize it. The reactants are: Cl[C:2]1[C:11]2[C:6](=[CH:7][CH:8]=[CH:9][CH:10]=2)[N:5]=[CH:4][N:3]=1.CCN(C(C)C)C(C)C.C([N:28]1[CH2:33][CH2:32][NH:31][CH2:30][CH2:29]1)(OC(C)(C)C)=O.Cl.O1CCOCC1. (10) Given the product [OH:8][C:9]1[CH:14]=[C:13]([CH2:15][CH2:16][C@@H:17]2[CH2:26][C:25]3[C:20](=[CH:21][CH:22]=[CH:23][CH:24]=3)[CH2:19][N:18]2[S:27]([CH3:30])(=[O:28])=[O:29])[CH:12]=[CH:11][C:10]=1[N:31]1[S:35](=[O:37])(=[O:36])[NH:34][C:33](=[O:38])[CH2:32]1, predict the reactants needed to synthesize it. The reactants are: C([O:8][C:9]1[CH:14]=[C:13](/[CH:15]=[CH:16]/[C@@H:17]2[CH2:26][C:25]3[C:20](=[CH:21][CH:22]=[CH:23][CH:24]=3)[CH2:19][N:18]2[S:27]([CH3:30])(=[O:29])=[O:28])[CH:12]=[CH:11][C:10]=1[N:31]1[S:35](=[O:37])(=[O:36])[NH:34][C:33](=[O:38])[CH2:32]1)C1C=CC=CC=1.